This data is from Forward reaction prediction with 1.9M reactions from USPTO patents (1976-2016). The task is: Predict the product of the given reaction. (1) Given the reactants [OH:1][C@@:2]1([C:9]#[C:10][C:11]2[CH:12]=[C:13]([N:17]3[C:25]4[CH:24]=[CH:23][N:22]=[C:21]([NH:26][CH3:27])[C:20]=4[C:19]([C:28]([O:30]C)=O)=[N:18]3)[CH:14]=[CH:15][CH:16]=2)[CH2:6][CH2:5][N:4]([CH3:7])[C:3]1=[O:8].[NH3:32], predict the reaction product. The product is: [OH:1][C@@:2]1([C:9]#[C:10][C:11]2[CH:12]=[C:13]([N:17]3[C:25]4[CH:24]=[CH:23][N:22]=[C:21]([NH:26][CH3:27])[C:20]=4[C:19]([C:28]([NH2:32])=[O:30])=[N:18]3)[CH:14]=[CH:15][CH:16]=2)[CH2:6][CH2:5][N:4]([CH3:7])[C:3]1=[O:8]. (2) Given the reactants [C:1]([C:3]1[C:4]([N:22]2[CH2:27][CH2:26][CH:25]([C:28]([OH:30])=O)[CH2:24][CH2:23]2)=[N:5][C:6]([CH2:14][N:15]2[CH2:20][CH2:19][CH2:18][CH2:17][C:16]2=[O:21])=[C:7]([C:9]([O:11][CH2:12][CH3:13])=[O:10])[CH:8]=1)#[N:2].[CH:31]1([CH2:37][S:38]([NH2:41])(=[O:40])=[O:39])[CH2:36][CH2:35][CH2:34][CH2:33][CH2:32]1, predict the reaction product. The product is: [C:1]([C:3]1[C:4]([N:22]2[CH2:23][CH2:24][CH:25]([C:28](=[O:30])[NH:41][S:38]([CH2:37][CH:31]3[CH2:32][CH2:33][CH2:34][CH2:35][CH2:36]3)(=[O:39])=[O:40])[CH2:26][CH2:27]2)=[N:5][C:6]([CH2:14][N:15]2[CH2:20][CH2:19][CH2:18][CH2:17][C:16]2=[O:21])=[C:7]([CH:8]=1)[C:9]([O:11][CH2:12][CH3:13])=[O:10])#[N:2]. (3) The product is: [CH2:1]([C@H:8]([NH:44][C:45](=[O:51])[O:46][C:47]([CH3:49])([CH3:48])[CH3:50])[C@@H:9]([OH:36])[CH2:10][C@@H:11]([NH:25][C:26]([O:28][CH2:29][C:30]1[CH:35]=[CH:34][CH:33]=[CH:32][CH:31]=1)=[O:27])[CH2:12][C:13]1[CH:18]=[CH:17][C:16]([C:19]2[CH:20]=[N:21][CH:22]=[CH:23][CH:24]=2)=[CH:15][CH:14]=1)[C:2]1[CH:3]=[CH:4][CH:5]=[CH:6][CH:7]=1. Given the reactants [CH2:1]([C@H:8]([NH:44][C:45](=[O:51])[O:46][C:47]([CH3:50])([CH3:49])[CH3:48])[C@@H:9]([O:36][Si](C(C)(C)C)(C)C)[CH2:10][C@@H:11]([NH:25][C:26]([O:28][CH2:29][C:30]1[CH:35]=[CH:34][CH:33]=[CH:32][CH:31]=1)=[O:27])[CH2:12][C:13]1[CH:18]=[CH:17][C:16]([C:19]2[CH:20]=[N:21][CH:22]=[CH:23][CH:24]=2)=[CH:15][CH:14]=1)[C:2]1[CH:7]=[CH:6][CH:5]=[CH:4][CH:3]=1.[F-].C([N+](CCCC)(CCCC)CCCC)CCC, predict the reaction product.